Dataset: Full USPTO retrosynthesis dataset with 1.9M reactions from patents (1976-2016). Task: Predict the reactants needed to synthesize the given product. (1) Given the product [CH2:1]([O:4][CH2:5]/[CH:6]=[CH:7]/[C@@H:8]1[O:12][C@@H:11]([CH2:13][CH2:14][C@@H:15]2[O:20][C@H:19]([CH2:21][C@@H:22]3[O:26][C@H:25]([CH2:27][C@H:28]([OH:31])[CH2:29][NH2:47])[C@H:24]([O:32][CH3:33])[C@H:23]3[CH2:34][S:35]([C:38]3[CH:43]=[CH:42][CH:41]=[CH:40][CH:39]=3)(=[O:37])=[O:36])[C:18](=[CH2:44])[C@H:17]([CH3:45])[CH2:16]2)[C:10](=[CH2:46])[CH2:9]1)[CH:2]=[CH2:3], predict the reactants needed to synthesize it. The reactants are: [CH2:1]([O:4][CH2:5]/[CH:6]=[CH:7]/[C@@H:8]1[O:12][C@@H:11]([CH2:13][CH2:14][C@@H:15]2[O:20][C@H:19]([CH2:21][C@@H:22]3[O:26][C@H:25]([CH2:27][C@H:28]([OH:31])[CH2:29]O)[C@H:24]([O:32][CH3:33])[C@H:23]3[CH2:34][S:35]([C:38]3[CH:43]=[CH:42][CH:41]=[CH:40][CH:39]=3)(=[O:37])=[O:36])[C:18](=[CH2:44])[C@H:17]([CH3:45])[CH2:16]2)[C:10](=[CH2:46])[CH2:9]1)[CH:2]=[CH2:3].[N:47]1C(C)=CC(C)=CC=1C.N1C=CC=CC=1.O(S(C1C=CC(C)=CC=1)(=O)=O)S(C1C=CC(C)=CC=1)(=O)=O.[OH-].[NH4+]. (2) Given the product [CH2:1]([O:8][C:9]([N:11]1[CH2:15][CH2:14][CH2:13][C@H:12]1[C:16]1[N:17]=[C:18]2[C:23]([C:29]3[CH:30]=[CH:31][CH:32]=[CH:33][C:28]=3[C:27]([F:38])([F:37])[F:26])=[CH:22][CH:21]=[CH:20][N:19]2[CH:25]=1)=[O:10])[C:2]1[CH:7]=[CH:6][CH:5]=[CH:4][CH:3]=1, predict the reactants needed to synthesize it. The reactants are: [CH2:1]([O:8][C:9]([N:11]1[CH2:15][CH2:14][CH2:13][C@H:12]1[C:16]1[N:17]=[C:18]2[C:23](Br)=[CH:22][CH:21]=[CH:20][N:19]2[CH:25]=1)=[O:10])[C:2]1[CH:7]=[CH:6][CH:5]=[CH:4][CH:3]=1.[F:26][C:27]([F:38])([F:37])[C:28]1[CH:33]=[CH:32][CH:31]=[CH:30][C:29]=1B(O)O.C(=O)([O-])[O-].[K+].[K+]. (3) Given the product [NH2:23][C:20]1[N:21]=[CH:22][C:17]([C:3]2[CH:4]=[CH:5][C:6]([C:25]3[C:26]([S:31]([NH:34][C@@H:35]([CH3:44])[C@H:36]([OH:43])[C:37]4[CH:38]=[CH:39][CH:40]=[CH:41][CH:42]=4)(=[O:32])=[O:33])=[CH:27][CH:28]=[CH:29][CH:30]=3)=[CH:7][C:2]=2[F:1])=[N:18][CH:19]=1, predict the reactants needed to synthesize it. The reactants are: [F:1][C:2]1[CH:7]=[C:6](B2OC(C)(C)C(C)(C)O2)[CH:5]=[CH:4][C:3]=1[C:17]1[N:18]=[CH:19][C:20]([NH2:23])=[N:21][CH:22]=1.Br[C:25]1[CH:30]=[CH:29][CH:28]=[CH:27][C:26]=1[S:31]([NH:34][C@@H:35]([CH3:44])[C@@H:36]([OH:43])[C:37]1[CH:42]=[CH:41][CH:40]=[CH:39][CH:38]=1)(=[O:33])=[O:32]. (4) Given the product [F:1][C:2]1[CH:7]=[C:6]([F:8])[CH:5]=[CH:4][C:3]=1[C:9]1[N:10]=[C:11]2[N:15]([C:16]=1[C:24]1[N:25]=[CH:26][C:27]3[N:28]([C:30]([CH:33]([CH3:35])[CH3:34])=[N:31][N:32]=3)[CH:29]=1)[CH:14]=[CH:13][O:12]2, predict the reactants needed to synthesize it. The reactants are: [F:1][C:2]1[CH:7]=[C:6]([F:8])[CH:5]=[CH:4][C:3]=1[C:9]1[N:10]=[C:11]2[N:15]([C:16]=1I)[CH:14]=[CH:13][O:12]2.C([Mg]Cl)(C)C.Cl[C:24]1[N:25]=[CH:26][C:27]2[N:28]([C:30]([CH:33]([CH3:35])[CH3:34])=[N:31][N:32]=2)[CH:29]=1.